This data is from Catalyst prediction with 721,799 reactions and 888 catalyst types from USPTO. The task is: Predict which catalyst facilitates the given reaction. (1) Reactant: [Br:1][C:2]1[CH:3]=[CH:4][C:5]2[C:6]([CH:13]=1)=[N:7][O:8][C:9]=2[C:10]([OH:12])=[O:11].[Si](C=[N+]=[N-])(C)(C)[CH3:15]. Product: [Br:1][C:2]1[CH:3]=[CH:4][C:5]2[C:6]([CH:13]=1)=[N:7][O:8][C:9]=2[C:10]([O:12][CH3:15])=[O:11]. The catalyst class is: 61. (2) Reactant: C(NC(C)C)(C)C.[Li]CCCC.N#N.[F:15][C:16]1[N:30]=[CH:29][CH:28]=[CH:27][C:17]=1[C:18]([N:20]([CH:24]([CH3:26])[CH3:25])[CH:21]([CH3:23])[CH3:22])=[O:19].CN([CH:34]=[O:35])C. Product: [F:15][C:16]1[N:30]=[CH:29][CH:28]=[C:27]([CH:34]=[O:35])[C:17]=1[C:18]([N:20]([CH:21]([CH3:22])[CH3:23])[CH:24]([CH3:25])[CH3:26])=[O:19]. The catalyst class is: 1.